This data is from Catalyst prediction with 721,799 reactions and 888 catalyst types from USPTO. The task is: Predict which catalyst facilitates the given reaction. (1) Reactant: C(OC(=O)[NH:7][C:8]1[CH:13]=[C:12]([N:14]([CH3:16])[CH3:15])[C:11]([C:17]([F:20])([F:19])[F:18])=[CH:10][C:9]=1[NH:21][C:22](=[O:39])[CH2:23][C:24]([C:26]1[CH:31]=[CH:30][CH:29]=[C:28]([C:32]2[N:33]=[N:34][C:35]([CH3:38])=[CH:36][CH:37]=2)[CH:27]=1)=O)(C)(C)C.C(O)(C(F)(F)F)=O. Product: [CH3:15][N:14]([CH3:16])[C:12]1[C:11]([C:17]([F:20])([F:18])[F:19])=[CH:10][C:9]2[NH:21][C:22](=[O:39])[CH2:23][C:24]([C:26]3[CH:31]=[CH:30][CH:29]=[C:28]([C:32]4[N:33]=[N:34][C:35]([CH3:38])=[CH:36][CH:37]=4)[CH:27]=3)=[N:7][C:8]=2[CH:13]=1. The catalyst class is: 2. (2) Reactant: [C:1]([C:5]1[CH:13]=[C:12]2[C:8]([CH2:9][NH:10][C:11]2=[O:14])=[CH:7][CH:6]=1)([CH3:4])([CH3:3])[CH3:2].[Br:15][C:16]1[CH:21]=[CH:20][CH:19]=[C:18](Br)[C:17]=1[CH3:23].C(=O)([O-])[O-].[Cs+].[Cs+].CNCCNC. Product: [Br:15][C:16]1[C:17]([CH3:23])=[C:18]([N:10]2[CH2:9][C:8]3[C:12](=[CH:13][C:5]([C:1]([CH3:4])([CH3:2])[CH3:3])=[CH:6][CH:7]=3)[C:11]2=[O:14])[CH:19]=[CH:20][CH:21]=1. The catalyst class is: 246. (3) The catalyst class is: 21. Reactant: [F:1][C:2]1[C:3]([NH:12][C:13]2[CH:18]=[CH:17][C:16]([I:19])=[CH:15][C:14]=2[F:20])=[C:4]([CH:9]([OH:11])[CH3:10])[CH:5]=[CH:6][C:7]=1[F:8].CC(C)=O.OS(O)(=O)=O.O=[Cr](=O)=O.O.CCCCCC.ClCCl. Product: [F:1][C:2]1[C:3]([NH:12][C:13]2[CH:18]=[CH:17][C:16]([I:19])=[CH:15][C:14]=2[F:20])=[C:4]([C:9](=[O:11])[CH3:10])[CH:5]=[CH:6][C:7]=1[F:8]. (4) Reactant: Br[C:2]1[C:3]([Cl:27])=[C:4]2[C:10]([C:11]3[CH:16]=[CH:15][CH:14]=[CH:13][C:12]=3[O:17][CH3:18])=[CH:9][N:8]([CH2:19][O:20][CH2:21][CH2:22][Si:23]([CH3:26])([CH3:25])[CH3:24])[C:5]2=[N:6][CH:7]=1.[B:28]1([B:28]2[O:32][C:31]([CH3:34])([CH3:33])[C:30]([CH3:36])([CH3:35])[O:29]2)[O:32][C:31]([CH3:34])([CH3:33])[C:30]([CH3:36])([CH3:35])[O:29]1.C([O-])(=O)C.[K+].C(OCC)C. Product: [Cl:27][C:3]1[C:2]([B:28]2[O:32][C:31]([CH3:34])([CH3:33])[C:30]([CH3:36])([CH3:35])[O:29]2)=[CH:7][N:6]=[C:5]2[N:8]([CH2:19][O:20][CH2:21][CH2:22][Si:23]([CH3:26])([CH3:25])[CH3:24])[CH:9]=[C:10]([C:11]3[CH:16]=[CH:15][CH:14]=[CH:13][C:12]=3[O:17][CH3:18])[C:4]=12. The catalyst class is: 44. (5) Reactant: [CH:1]1([C:4]2[CH:11]=[CH:10][CH:9]=[C:8]([F:12])[C:5]=2[CH:6]=[O:7])[CH2:3][CH2:2]1.[BH4-].[Na+].O. Product: [CH:1]1([C:4]2[CH:11]=[CH:10][CH:9]=[C:8]([F:12])[C:5]=2[CH2:6][OH:7])[CH2:3][CH2:2]1. The catalyst class is: 5. (6) Reactant: [O:1]=[C:2]1[CH:11]=[CH:10][C:9]2[N:8]=[CH:7][C:6]([C:12]([NH2:14])=O)=[CH:5][C:4]=2[N:3]1[CH2:15][CH:16]=[CH2:17].C(N(CC)CC)C.FC(F)(F)S(OS(C(F)(F)F)(=O)=O)(=O)=O.C([O-])(O)=O.[Na+]. Product: [O:1]=[C:2]1[CH:11]=[CH:10][C:9]2[N:8]=[CH:7][C:6]([C:12]#[N:14])=[CH:5][C:4]=2[N:3]1[CH2:15][CH:16]=[CH2:17]. The catalyst class is: 2. (7) The catalyst class is: 15. Product: [C:14]1([C:3]2[C:4]([CH3:13])=[N:5][N:6]([C:7]3[CH:12]=[CH:11][CH:10]=[CH:9][CH:8]=3)[C:2]=2[NH2:1])[CH2:19][CH2:18][CH2:17][CH2:16][CH:15]=1. Reactant: [NH2:1][C:2]1[N:6]([C:7]2[CH:12]=[CH:11][CH:10]=[CH:9][CH:8]=2)[N:5]=[C:4]([CH3:13])[CH:3]=1.[C:14]1(=O)[CH2:19][CH2:18][CH2:17][CH2:16][CH2:15]1. (8) Reactant: Cl[C:2](Cl)([O:4]C(=O)OC(Cl)(Cl)Cl)Cl.[CH3:13][O:14][C:15](=[O:24])[C:16]1[CH:21]=[CH:20][C:19]([NH2:22])=[C:18]([Cl:23])[CH:17]=1.CCN(CC)CC. Product: [CH3:13][O:14][C:15](=[O:24])[C:16]1[CH:21]=[CH:20][C:19]([N:22]=[C:2]=[O:4])=[C:18]([Cl:23])[CH:17]=1. The catalyst class is: 2. (9) Reactant: [CH3:1][N:2]([CH3:16])[S:3]([CH:6]([C:8]([C:10]1[CH:15]=[CH:14][CH:13]=[CH:12][CH:11]=1)=[O:9])[CH3:7])(=[O:5])=[O:4].[C:17](=O)([O-])[O-].[K+].[K+].CI. Product: [CH3:16][N:2]([CH3:1])[S:3]([C:6]([C:8]([C:10]1[CH:15]=[CH:14][CH:13]=[CH:12][CH:11]=1)=[O:9])([CH3:17])[CH3:7])(=[O:4])=[O:5]. The catalyst class is: 3. (10) Reactant: S=[C:2]1[CH2:6][S:5][C:4](=[O:7])[NH:3]1.[CH2:8]([NH2:11])[CH:9]=[CH2:10].S(C1C=CC(C)=CC=1)(O)(=O)=O.[F:23][C:24]([F:45])([F:44])[C:25]1[CH:39]=[C:38]([C:40]([F:43])([F:42])[F:41])[CH:37]=[CH:36][C:26]=1[CH2:27][N:28]1[CH2:33][CH2:32][CH:31]([CH:34]=O)[CH2:30][CH2:29]1.CC(C)([O-])C.[K+].[Cl-].[NH4+]. Product: [F:23][C:24]([F:45])([F:44])[C:25]1[CH:39]=[C:38]([C:40]([F:43])([F:42])[F:41])[CH:37]=[CH:36][C:26]=1[CH2:27][N:28]1[CH2:33][CH2:32][CH:31](/[CH:34]=[C:6]2/[C:2]([NH:11][CH2:8][CH:9]=[CH2:10])=[N:3][C:4](=[O:7])[S:5]/2)[CH2:30][CH2:29]1. The catalyst class is: 8.